Dataset: Catalyst prediction with 721,799 reactions and 888 catalyst types from USPTO. Task: Predict which catalyst facilitates the given reaction. Reactant: Br[C:2]1[CH:3]=[C:4]2[C:8](=[CH:9][CH:10]=1)[NH:7][C:6]([C:11]1[CH:16]=[CH:15][CH:14]=[CH:13][C:12]=1[O:17][CH3:18])=[C:5]2[F:19].[B:20]1([B:20]2[O:24][C:23]([CH3:26])([CH3:25])[C:22]([CH3:28])([CH3:27])[O:21]2)[O:24][C:23]([CH3:26])([CH3:25])[C:22]([CH3:28])([CH3:27])[O:21]1.C([O-])(=O)C.[K+]. The catalyst class is: 418. Product: [F:19][C:5]1[C:4]2[C:8](=[CH:9][CH:10]=[C:2]([B:20]3[O:24][C:23]([CH3:26])([CH3:25])[C:22]([CH3:28])([CH3:27])[O:21]3)[CH:3]=2)[NH:7][C:6]=1[C:11]1[CH:16]=[CH:15][CH:14]=[CH:13][C:12]=1[O:17][CH3:18].